This data is from Full USPTO retrosynthesis dataset with 1.9M reactions from patents (1976-2016). The task is: Predict the reactants needed to synthesize the given product. (1) Given the product [CH3:8][O:7][C:5](=[O:6])[CH2:4][O:3][CH2:16][C:12]1[CH:13]=[CH:14][CH:15]=[C:10]([Br:9])[N:11]=1, predict the reactants needed to synthesize it. The reactants are: [H-].[Na+].[OH:3][CH2:4][C:5]([O:7][CH3:8])=[O:6].[Br:9][C:10]1[CH:15]=[CH:14][CH:13]=[C:12]([CH2:16]Br)[N:11]=1. (2) Given the product [CH2:23]([O:10][C:8]1[CH:9]=[C:4]([N+:1]([O-:3])=[O:2])[CH:5]=[CH:6][C:7]=1[C:11]1[O:15][CH:14]=[N:13][CH:12]=1)[CH3:24], predict the reactants needed to synthesize it. The reactants are: [N+:1]([C:4]1[CH:5]=[CH:6][C:7]([C:11]2[O:15][CH:14]=[N:13][CH:12]=2)=[C:8]([OH:10])[CH:9]=1)([O-:3])=[O:2].C([O-])([O-])=O.[K+].[K+].I[CH2:23][CH3:24].[NH4+].[Cl-]. (3) Given the product [CH2:74]([C:56]1([CH2:66][CH2:67][CH2:68][CH2:69][CH2:70][CH2:71][CH2:72][CH3:73])[C:55]2[CH:54]=[C:53]([C:33]3[CH:34]=[CH:35][C:36]4[C:37]5[CH:38]=[CH:39][CH:40]=[C:41]6[C:42]=5[C:27]([C:28]5[C:43]=4[C:32]=3[CH:31]=[CH:30][CH:29]=5)=[CH:26][CH:25]=[C:24]6[C:53]3[CH:65]=[CH:64][C:63]4[C:62]5[C:57](=[CH:58][CH:59]=[CH:60][CH:61]=5)[C:56]([CH2:74][CH2:15][CH2:16][CH2:17][CH2:18][CH2:19][CH2:20][CH3:5])([CH2:66][CH2:67][CH2:68][CH2:69][CH2:70][CH2:71][CH2:72][CH3:73])[C:55]=4[CH:54]=3)[CH:65]=[CH:64][C:63]=2[C:62]2[C:57]1=[CH:58][CH:59]=[CH:60][CH:61]=2)[CH2:75][CH2:76][CH2:77][CH2:78][CH2:79][CH2:80][CH3:81].[CH2:74]([C:56]1([CH2:66][CH2:67][CH2:68][CH2:69][CH2:70][CH2:71][CH2:72][CH3:73])[C:55]2[CH:54]=[C:53]([C:24]3[CH:25]=[CH:26][C:27]4[C:28]5[CH:29]=[CH:30][C:31]([C:53]6[CH:65]=[CH:64][C:63]7[C:62]8[C:57](=[CH:58][CH:59]=[CH:60][CH:61]=8)[C:56]([CH2:74][CH2:15][CH2:16][CH2:17][CH2:18][CH2:19][CH2:20][CH3:5])([CH2:66][CH2:67][CH2:68][CH2:69][CH2:70][CH2:71][CH2:72][CH3:73])[C:55]=7[CH:54]=6)=[C:32]6[C:43]=5[C:36]([C:37]5[C:42]=4[C:41]=3[CH:40]=[CH:39][CH:38]=5)=[CH:35][CH:34]=[CH:33]6)[CH:65]=[CH:64][C:63]=2[C:62]2[C:57]1=[CH:58][CH:59]=[CH:60][CH:61]=2)[CH2:75][CH2:76][CH2:77][CH2:78][CH2:79][CH2:80][CH3:81], predict the reactants needed to synthesize it. The reactants are: BrC1C=C[C:5]2[C:18]3[CH:17]=[CH:16][CH:15]=[C:20]4[C:19]=3C([C:15]3[C:20]=2[C:19]=1[CH:18]=[CH:17][CH:16]=3)=CC=[C:5]4Br.Br[C:24]1[CH:25]=[CH:26][C:27]2[C:28]3[CH:29]=[CH:30][C:31](Br)=[C:32]4[C:43]=3[C:36]([C:37]3[C:42]=2[C:41]=1[CH:40]=[CH:39][CH:38]=3)=[CH:35][CH:34]=[CH:33]4.CC1(C)C(C)(C)OB([C:53]2[CH:65]=[CH:64][C:63]3[C:62]4[C:57](=[CH:58][CH:59]=[CH:60][CH:61]=4)[C:56]([CH2:74][CH2:75][CH2:76][CH2:77][CH2:78][CH2:79][CH2:80][CH3:81])([CH2:66][CH2:67][CH2:68][CH2:69][CH2:70][CH2:71][CH2:72][CH3:73])[C:55]=3[CH:54]=2)O1. (4) Given the product [Cl:1][C:2]1[N:7]=[C:6]([C:8]([NH2:10])=[O:9])[CH:5]=[C:4]([NH:12][CH:13]2[CH2:17][CH2:16][O:15][CH2:14]2)[N:3]=1, predict the reactants needed to synthesize it. The reactants are: [Cl:1][C:2]1[N:7]=[C:6]([C:8]([NH2:10])=[O:9])[CH:5]=[C:4](Cl)[N:3]=1.[NH2:12][CH:13]1[CH2:17][CH2:16][O:15][CH2:14]1. (5) Given the product [N+:1]([C:4]1[N:5]=[CH:6][C:7]([NH:10][CH2:11][CH2:12][O:13][Si:15]([CH2:20][CH3:21])([CH2:18][CH3:19])[CH2:16][CH3:17])=[N:8][CH:9]=1)([O-:3])=[O:2], predict the reactants needed to synthesize it. The reactants are: [N+:1]([C:4]1[N:5]=[CH:6][C:7]([NH:10][CH2:11][CH2:12][OH:13])=[N:8][CH:9]=1)([O-:3])=[O:2].Cl[Si:15]([CH2:20][CH3:21])([CH2:18][CH3:19])[CH2:16][CH3:17].N1C=CN=C1. (6) Given the product [CH2:2]([C:1]1[O:10][C:9]([NH:11][C@H:12]([C:16]([O:18][CH3:19])=[O:17])[CH:13]([CH3:15])[CH3:14])=[N:8][N:7]=1)[CH2:3][CH:4]=[CH2:5], predict the reactants needed to synthesize it. The reactants are: [C:1]([NH:7][NH:8][C:9]([NH:11][C@H:12]([C:16]([O:18][CH3:19])=[O:17])[CH:13]([CH3:15])[CH3:14])=[O:10])(=O)[CH2:2][CH2:3][CH:4]=[CH2:5].O.C([O-])(O)=O.[Na+].